This data is from Forward reaction prediction with 1.9M reactions from USPTO patents (1976-2016). The task is: Predict the product of the given reaction. (1) Given the reactants [CH:1]1([C:4]2[CH:9]=[CH:8][CH:7]=[C:6]([CH:10]3[CH2:12][CH2:11]3)[C:5]=2[CH:13]=[C:14](Br)Br)[CH2:3][CH2:2]1.[CH2:17]([NH2:20])[CH2:18][NH2:19], predict the reaction product. The product is: [CH:1]1([C:4]2[CH:9]=[CH:8][CH:7]=[C:6]([CH:10]3[CH2:12][CH2:11]3)[C:5]=2[CH2:13][C:14]2[NH:19][CH2:18][CH2:17][N:20]=2)[CH2:3][CH2:2]1. (2) Given the reactants [BrH:1].[CH3:2][C:3]1[CH:4]=[C:5]([N+:10]([O-:12])=[O:11])[C:6](N)=[N:7][CH:8]=1.BrBr.N([O-])=O.[Na+].[OH-].[Na+], predict the reaction product. The product is: [Br:1][C:6]1[C:5]([N+:10]([O-:12])=[O:11])=[CH:4][C:3]([CH3:2])=[CH:8][N:7]=1. (3) Given the reactants [F:1][C:2]([F:20])([F:19])[C:3]([C:9]1[CH:10]=[C:11]2[C:15](=[CH:16][CH:17]=1)[NH:14][CH:13]([CH3:18])[CH2:12]2)([OH:8])[C:4]([F:7])([F:6])[F:5].C1CCN2C(=NCCC2)CC1.[Si:32](Cl)([CH2:37][CH3:38])([CH2:35][CH3:36])[CH2:33][CH3:34], predict the reaction product. The product is: [CH3:18][CH:13]1[CH2:12][C:11]2[C:15](=[CH:16][CH:17]=[C:9]([C:3]([O:8][Si:32]([CH2:37][CH3:38])([CH2:35][CH3:36])[CH2:33][CH3:34])([C:2]([F:1])([F:19])[F:20])[C:4]([F:7])([F:6])[F:5])[CH:10]=2)[NH:14]1. (4) Given the reactants Cl.[C:2]1([CH3:10])[CH:7]=[CH:6][C:5]([NH:8]N)=[CH:4][CH:3]=1.[CH2:11]([O:13][C:14](=[O:19])[CH2:15][CH2:16][CH2:17]Cl)[CH3:12].C(N(CC)CC)C.Cl.[CH3:28][N:29]1[CH2:34][CH2:33][C:32](=O)[CH2:31][CH2:30]1, predict the reaction product. The product is: [CH3:28][N:29]1[CH2:34][CH2:33][C:32]2[N:8]([CH2:17][CH2:16][CH2:15][C:14]([O:13][CH2:11][CH3:12])=[O:19])[C:5]3[CH:4]=[CH:3][C:2]([CH3:10])=[CH:7][C:6]=3[C:31]=2[CH2:30]1. (5) Given the reactants [OH:1][C@H:2]1[CH2:7][CH2:6][CH2:5][N:4]([C:8]2[N:9]=[C:10]3[CH:27]=[C:26](/[CH:28]=[CH:29]/[C:30]4[S:31][CH:32]=[C:33]([CH:35]([CH3:37])[CH3:36])[N:34]=4)[CH:25]=[CH:24][N:11]3[C:12](=[O:23])[C:13]=2/[CH:14]=[CH:15]/[C:16]([O:18]C(C)(C)C)=[O:17])[CH2:3]1.OC1CCCN(C2N=C3C=C(/C=C/C4SC=C(C(C)C)N=4)C=CN3C(=O)C=2/C=C/C(O)=O)C1, predict the reaction product. The product is: [OH:1][C@H:2]1[CH2:7][CH2:6][CH2:5][N:4]([C:8]2[N:9]=[C:10]3[CH:27]=[C:26](/[CH:28]=[CH:29]/[C:30]4[S:31][CH:32]=[C:33]([CH:35]([CH3:37])[CH3:36])[N:34]=4)[CH:25]=[CH:24][N:11]3[C:12](=[O:23])[C:13]=2/[CH:14]=[CH:15]/[C:16]([OH:18])=[O:17])[CH2:3]1. (6) Given the reactants C[O:2][C:3]1[CH:12]=[C:11]2[C:6]([CH:7]=[CH:8][C:9]([C:13]3[CH:22]=[CH:21][C:20]4[C:15](=[CH:16][CH:17]=[CH:18][CH:19]=4)[CH:14]=3)=[CH:10]2)=[CH:5][CH:4]=1.Cl.N1C=CC=CC=1.CN1CCCC1=O, predict the reaction product. The product is: [CH:10]1[C:11]2[C:6](=[CH:5][CH:4]=[C:3]([OH:2])[CH:12]=2)[CH:7]=[CH:8][C:9]=1[C:13]1[CH:22]=[CH:21][C:20]2[C:15](=[CH:16][CH:17]=[CH:18][CH:19]=2)[CH:14]=1. (7) Given the reactants [CH3:1][N:2]1[CH2:6][CH2:5][CH2:4][CH2:3]1.[Br:7][CH2:8][CH2:9][CH2:10][CH3:11], predict the reaction product. The product is: [Br-:7].[CH2:8]([N+:2]1([CH3:1])[CH2:6][CH2:5][CH2:4][CH2:3]1)[CH2:9][CH2:10][CH3:11]. (8) Given the reactants [CH3:1][N:2]1[C:6]([CH2:7][O:8][C:9]2[CH:17]=[CH:16][C:12]([C:13]([OH:15])=O)=[CH:11][N:10]=2)=[C:5]([C:18]2[CH:23]=[CH:22][CH:21]=[CH:20][N:19]=2)[N:4]=[N:3]1.[NH2:24][N:25]1[CH2:30][CH2:29][O:28][CH2:27][CH2:26]1, predict the reaction product. The product is: [CH3:1][N:2]1[C:6]([CH2:7][O:8][C:9]2[CH:17]=[CH:16][C:12]([C:13]([NH:24][N:25]3[CH2:30][CH2:29][O:28][CH2:27][CH2:26]3)=[O:15])=[CH:11][N:10]=2)=[C:5]([C:18]2[CH:23]=[CH:22][CH:21]=[CH:20][N:19]=2)[N:4]=[N:3]1. (9) Given the reactants Cl[CH2:2][CH2:3][CH2:4][CH2:5][C:6]1([CH2:17][CH3:18])[C:14]2[C:9](=[CH:10][CH:11]=[C:12]([F:15])[CH:13]=2)[NH:8][C:7]1=[O:16].[Cl:19][C:20]1[CH:21]=[C:22]([N:27]2[CH2:32][CH2:31][NH:30][CH2:29][CH2:28]2)[CH:23]=[C:24]([Cl:26])[CH:25]=1, predict the reaction product. The product is: [Cl:26][C:24]1[CH:23]=[C:22]([N:27]2[CH2:32][CH2:31][N:30]([CH2:2][CH2:3][CH2:4][CH2:5][C:6]3([CH2:17][CH3:18])[C:14]4[C:9](=[CH:10][CH:11]=[C:12]([F:15])[CH:13]=4)[NH:8][C:7]3=[O:16])[CH2:29][CH2:28]2)[CH:21]=[C:20]([Cl:19])[CH:25]=1. (10) Given the reactants [CH:1]([NH2:3])=[O:2].[H-].[Na+].C(OC([C:11]1[N:15]2[CH:16]=[C:17]([C:20]3[C:24]([C:25]4[CH:30]=[CH:29][CH:28]=[C:27]([CH3:31])[N:26]=4)=[N:23][N:22]4[CH2:32][CH2:33][CH2:34][C:21]=34)[CH:18]=[CH:19][C:14]2=[N:13][CH:12]=1)=O)C, predict the reaction product. The product is: [CH3:31][C:27]1[N:26]=[C:25]([C:24]2[C:20]([C:17]3[CH:18]=[CH:19][C:14]4[N:15]([C:11]([C:1]([NH2:3])=[O:2])=[CH:12][N:13]=4)[CH:16]=3)=[C:21]3[CH2:34][CH2:33][CH2:32][N:22]3[N:23]=2)[CH:30]=[CH:29][CH:28]=1.